Predict which catalyst facilitates the given reaction. From a dataset of Catalyst prediction with 721,799 reactions and 888 catalyst types from USPTO. (1) Reactant: [OH:1][C:2]1[CH:11]=[CH:10][C:5]([C:6]([O:8][CH3:9])=[O:7])=[CH:4][CH:3]=1.Cl.[CH3:13][N:14]([CH3:19])[CH2:15][CH2:16][CH2:17]Cl.C(=O)([O-])[O-].[K+].[K+]. Product: [CH3:9][O:8][C:6](=[O:7])[C:5]1[CH:4]=[CH:3][C:2]([O:1][CH2:17][CH2:16][CH2:15][N:14]([CH3:19])[CH3:13])=[CH:11][CH:10]=1. The catalyst class is: 58. (2) Reactant: CCC(C)[BH-](C(C)CC)C(C)CC.[Li+].[O:15]=[C:16]1[CH:23]2[CH2:24][C:19]3([C:26]([NH:28][C@H:29]4[CH2:34][CH2:33][CH2:32][N:31]([C:35]([O:37][C:38]([CH3:41])([CH3:40])[CH3:39])=[O:36])[CH2:30]4)=[O:27])[CH2:20][CH:21]([CH2:25][CH:17]1[CH2:18]3)[CH2:22]2. Product: [OH:15][CH:16]1[CH:23]2[CH2:24][C:19]3([C:26]([NH:28][C@H:29]4[CH2:34][CH2:33][CH2:32][N:31]([C:35]([O:37][C:38]([CH3:41])([CH3:40])[CH3:39])=[O:36])[CH2:30]4)=[O:27])[CH2:20][CH:21]([CH2:25][CH:17]1[CH2:18]3)[CH2:22]2. The catalyst class is: 7. (3) Reactant: C([N:8]1[CH2:13][CH2:12][CH2:11][C@@H:10]([O:14][C:15]2[C:16]3[C:23]([C:24]4[CH:29]=[CH:28][C:27]([O:30][CH3:31])=[CH:26][CH:25]=4)=[C:22]([C:32]4[CH:37]=[CH:36][CH:35]=[CH:34][C:33]=4[F:38])[O:21][C:17]=3[N:18]=[CH:19][N:20]=2)[CH2:9]1)C1C=CC=CC=1.C(O)=O. Product: [F:38][C:33]1[CH:34]=[CH:35][CH:36]=[CH:37][C:32]=1[C:22]1[O:21][C:17]2[N:18]=[CH:19][N:20]=[C:15]([O:14][C@@H:10]3[CH2:11][CH2:12][CH2:13][NH:8][CH2:9]3)[C:16]=2[C:23]=1[C:24]1[CH:25]=[CH:26][C:27]([O:30][CH3:31])=[CH:28][CH:29]=1. The catalyst class is: 19. (4) Reactant: [NH2:1][CH2:2][CH2:3][C:4]1[C:12]2[C:7](=[CH:8][CH:9]=[CH:10][CH:11]=2)[NH:6][CH:5]=1.C([N:20]1[CH2:24][CH2:23][C:22](=O)[CH2:21]1)(OC(C)(C)C)=O.Cl.O1CCOCC1. Product: [NH:20]1[CH2:24][CH2:23][C:22]2([C:5]3[NH:6][C:7]4[C:12](=[CH:11][CH:10]=[CH:9][CH:8]=4)[C:4]=3[CH2:3][CH2:2][NH:1]2)[CH2:21]1. The catalyst class is: 52. (5) The catalyst class is: 32. Product: [C:1]([O:5][C:6](=[O:14])[N:7]([CH:8]1[CH2:12][CH2:11][N:10]([C:22]2[CH:23]=[CH:24][C:19]3[N:20]([C:16]([Br:15])=[CH:17][N:18]=3)[N:21]=2)[CH2:9]1)[CH3:13])([CH3:4])([CH3:3])[CH3:2]. Reactant: [C:1]([O:5][C:6](=[O:14])[N:7]([CH3:13])[CH:8]1[CH2:12][CH2:11][NH:10][CH2:9]1)([CH3:4])([CH3:3])[CH3:2].[Br:15][C:16]1[N:20]2[N:21]=[C:22](F)[CH:23]=[CH:24][C:19]2=[N:18][CH:17]=1.C(N(CC)CC)C. (6) Reactant: [N:1]([C:4]1[CH:9]=[CH:8][CH:7]=[C:6]([Br:10])[CH:5]=1)=[N+:2]=[N-:3].[C:11]([O:16][CH3:17])(=[O:15])[C:12]#[C:13][CH3:14]. Product: [CH3:17][O:16][C:11]([C:12]1[N:1]([C:4]2[CH:9]=[CH:8][CH:7]=[C:6]([Br:10])[CH:5]=2)[N:2]=[N:3][C:13]=1[CH3:14])=[O:15]. The catalyst class is: 11. (7) Reactant: [F:1][C:2]1[C:7]([O:8][C:9]2[C:14]3=[C:15]([CH3:19])[C:16]([OH:18])=[CH:17][N:13]3[N:12]=[CH:11][N:10]=2)=[CH:6][N:5]=[C:4]2[NH:20][CH:21]=[CH:22][C:3]=12.[CH3:23][C:24]([OH:27])(C)[CH3:25]. Product: [F:1][C:2]1[C:7]([O:8][C:9]2[C:14]3=[C:15]([CH3:19])[C:16]([O:18][CH2:23][C@H:24]([OH:27])[CH3:25])=[CH:17][N:13]3[N:12]=[CH:11][N:10]=2)=[CH:6][N:5]=[C:4]2[NH:20][CH:21]=[CH:22][C:3]=12. The catalyst class is: 66.